From a dataset of Ames mutagenicity test results for genotoxicity prediction. Regression/Classification. Given a drug SMILES string, predict its toxicity properties. Task type varies by dataset: regression for continuous values (e.g., LD50, hERG inhibition percentage) or binary classification for toxic/non-toxic outcomes (e.g., AMES mutagenicity, cardiotoxicity, hepatotoxicity). Dataset: ames. (1) The drug is Nc1c(O)cccc1C(=O)O. The result is 0 (non-mutagenic). (2) The molecule is CC(C)(C#N)C(C)(C)C#N. The result is 0 (non-mutagenic). (3) The molecule is c1cc2ccc3cc4occc4c4ccc(c1)c2c34. The result is 1 (mutagenic). (4) The drug is COC(=O)c1ccc([N+](=O)[O-])o1. The result is 1 (mutagenic). (5) The drug is O=C(OOC(=O)c1ccccc1)c1ccccc1. The result is 0 (non-mutagenic). (6) The compound is Cc1ccc(NS(=O)(=O)c2cccc3cccnc23)cc1. The result is 0 (non-mutagenic). (7) The molecule is CCN1CCN(C(=O)NC(C(=O)NC2C(=O)N3C2SC(C)(C)C3C(=O)O)c2ccccc2)C(=O)C1=O. The result is 0 (non-mutagenic). (8) The compound is O=C1C=CC(=O)C(c2ccccc2)=C1. The result is 0 (non-mutagenic).